From a dataset of Forward reaction prediction with 1.9M reactions from USPTO patents (1976-2016). Predict the product of the given reaction. (1) The product is: [CH2:9]([C:8]([C:7](=[O:12])[CH3:6])=[CH:2][C:1]([OH:5])=[O:4])[CH2:10][CH3:11]. Given the reactants [C:1]([OH:5])(=[O:4])[CH:2]=O.[CH3:6][C:7](=[O:12])[CH2:8][CH2:9][CH2:10][CH3:11], predict the reaction product. (2) Given the reactants Br[C:2]1[CH:3]=[N:4][C:5]([NH2:8])=[N:6][CH:7]=1.[CH3:9][C:10]1([CH3:26])[C:14]([CH3:16])([CH3:15])[O:13][B:12]([B:12]2[O:13][C:14]([CH3:16])([CH3:15])[C:10]([CH3:26])([CH3:9])[O:11]2)[O:11]1.C([O-])(=O)C.[K+], predict the reaction product. The product is: [CH3:9][C:10]1([CH3:26])[C:14]([CH3:16])([CH3:15])[O:13][B:12]([C:2]2[CH:3]=[N:4][C:5]([NH2:8])=[N:6][CH:7]=2)[O:11]1. (3) Given the reactants [OH:1][C:2]12[CH2:11][CH:6]3[CH2:7][CH:8]([CH2:10][C:4]([C:12]([OH:17])([CH2:15][CH3:16])[CH2:13][CH3:14])([CH2:5]3)[CH2:3]1)[CH2:9]2.[C:18](Cl)(=[O:21])[CH:19]=[CH2:20].C(N(CC)CC)C, predict the reaction product. The product is: [OH:1][C:2]12[CH2:11][CH:6]3[CH2:7][CH:8]([CH2:10][C:4]([C:12]([O:17][C:18](=[O:21])[CH:19]=[CH2:20])([CH2:15][CH3:16])[CH2:13][CH3:14])([CH2:5]3)[CH2:3]1)[CH2:9]2. (4) Given the reactants [CH2:1]([NH:8][C:9]1[N:17]=[C:16]([Cl:18])[CH:15]=[CH:14][C:10]=1[C:11]([NH2:13])=O)[C:2]1[CH:7]=[CH:6][CH:5]=[CH:4][CH:3]=1.N1C=CC=CC=1.O=P(Cl)(Cl)Cl.[OH-].[Na+], predict the reaction product. The product is: [CH2:1]([NH:8][C:9]1[N:17]=[C:16]([Cl:18])[CH:15]=[CH:14][C:10]=1[C:11]#[N:13])[C:2]1[CH:3]=[CH:4][CH:5]=[CH:6][CH:7]=1. (5) Given the reactants [CH:1]([CH:14]1[N:18]([CH2:19][C:20]([O:22][C:23]([CH3:26])([CH3:25])[CH3:24])=[O:21])[CH:17]([C:27]2[CH:32]=[CH:31][CH:30]=[CH:29][CH:28]=2)[CH2:16][O:15]1)([C:8]1[CH:13]=[CH:12][CH:11]=[CH:10][CH:9]=1)[C:2]1[CH:7]=[CH:6][CH:5]=[CH:4][CH:3]=1.[CH:33]([N-]C(C)C)(C)C.[Li+].[O:41]1[CH2:45][CH2:44][CH2:43]C1, predict the reaction product. The product is: [CH:1]([CH:14]1[N:18]([CH:19]([CH:45]([OH:41])[CH:44]([CH3:33])[CH3:43])[C:20]([O:22][C:23]([CH3:26])([CH3:24])[CH3:25])=[O:21])[CH:17]([C:27]2[CH:32]=[CH:31][CH:30]=[CH:29][CH:28]=2)[CH2:16][O:15]1)([C:2]1[CH:7]=[CH:6][CH:5]=[CH:4][CH:3]=1)[C:8]1[CH:9]=[CH:10][CH:11]=[CH:12][CH:13]=1.